This data is from NCI-60 drug combinations with 297,098 pairs across 59 cell lines. The task is: Regression. Given two drug SMILES strings and cell line genomic features, predict the synergy score measuring deviation from expected non-interaction effect. (1) Drug 1: CCC1=CC2CC(C3=C(CN(C2)C1)C4=CC=CC=C4N3)(C5=C(C=C6C(=C5)C78CCN9C7C(C=CC9)(C(C(C8N6C)(C(=O)OC)O)OC(=O)C)CC)OC)C(=O)OC.C(C(C(=O)O)O)(C(=O)O)O. Drug 2: CC1=C(C=C(C=C1)C(=O)NC2=CC(=CC(=C2)C(F)(F)F)N3C=C(N=C3)C)NC4=NC=CC(=N4)C5=CN=CC=C5. Cell line: SF-268. Synergy scores: CSS=27.1, Synergy_ZIP=2.73, Synergy_Bliss=4.98, Synergy_Loewe=-17.4, Synergy_HSA=3.85. (2) Drug 1: COC1=NC(=NC2=C1N=CN2C3C(C(C(O3)CO)O)O)N. Drug 2: CC12CCC3C(C1CCC2OP(=O)(O)O)CCC4=C3C=CC(=C4)OC(=O)N(CCCl)CCCl.[Na+]. Synergy scores: CSS=-5.21, Synergy_ZIP=4.84, Synergy_Bliss=0.763, Synergy_Loewe=-3.20, Synergy_HSA=-4.49. Cell line: LOX IMVI. (3) Drug 1: C1=NC2=C(N=C(N=C2N1C3C(C(C(O3)CO)O)F)Cl)N. Drug 2: C1CC(=O)NC(=O)C1N2C(=O)C3=CC=CC=C3C2=O. Cell line: DU-145. Synergy scores: CSS=0.956, Synergy_ZIP=3.99, Synergy_Bliss=7.86, Synergy_Loewe=-3.84, Synergy_HSA=-1.89. (4) Drug 1: CC(C1=C(C=CC(=C1Cl)F)Cl)OC2=C(N=CC(=C2)C3=CN(N=C3)C4CCNCC4)N. Drug 2: C1CCC(C1)C(CC#N)N2C=C(C=N2)C3=C4C=CNC4=NC=N3. Cell line: UO-31. Synergy scores: CSS=19.4, Synergy_ZIP=-3.89, Synergy_Bliss=1.40, Synergy_Loewe=3.15, Synergy_HSA=3.47. (5) Drug 1: C1CNP(=O)(OC1)N(CCCl)CCCl. Synergy scores: CSS=22.1, Synergy_ZIP=-6.68, Synergy_Bliss=-18.5, Synergy_Loewe=-66.4, Synergy_HSA=-22.8. Drug 2: C1CCC(C(C1)N)N.C(=O)(C(=O)[O-])[O-].[Pt+4]. Cell line: RPMI-8226. (6) Drug 1: CS(=O)(=O)C1=CC(=C(C=C1)C(=O)NC2=CC(=C(C=C2)Cl)C3=CC=CC=N3)Cl. Drug 2: C1CN(CCN1C(=O)CCBr)C(=O)CCBr. Synergy scores: CSS=21.0, Synergy_ZIP=-5.05, Synergy_Bliss=-1.31, Synergy_Loewe=-3.58, Synergy_HSA=-0.214. Cell line: MDA-MB-231.